Dataset: NCI-60 drug combinations with 297,098 pairs across 59 cell lines. Task: Regression. Given two drug SMILES strings and cell line genomic features, predict the synergy score measuring deviation from expected non-interaction effect. (1) Drug 1: C1=CC(=CC=C1CCC2=CNC3=C2C(=O)NC(=N3)N)C(=O)NC(CCC(=O)O)C(=O)O. Drug 2: C1=CN(C(=O)N=C1N)C2C(C(C(O2)CO)O)O.Cl. Cell line: MCF7. Synergy scores: CSS=38.8, Synergy_ZIP=-7.87, Synergy_Bliss=-7.46, Synergy_Loewe=-1.91, Synergy_HSA=-0.593. (2) Drug 2: CS(=O)(=O)CCNCC1=CC=C(O1)C2=CC3=C(C=C2)N=CN=C3NC4=CC(=C(C=C4)OCC5=CC(=CC=C5)F)Cl. Cell line: U251. Drug 1: C1=CC=C(C=C1)NC(=O)CCCCCCC(=O)NO. Synergy scores: CSS=12.2, Synergy_ZIP=-7.28, Synergy_Bliss=-3.46, Synergy_Loewe=-22.7, Synergy_HSA=-5.25. (3) Drug 1: CC1=C(C(CCC1)(C)C)C=CC(=CC=CC(=CC(=O)O)C)C. Drug 2: COC1=NC(=NC2=C1N=CN2C3C(C(C(O3)CO)O)O)N. Cell line: PC-3. Synergy scores: CSS=-0.813, Synergy_ZIP=-0.676, Synergy_Bliss=-1.10, Synergy_Loewe=-2.04, Synergy_HSA=-1.83. (4) Drug 1: C1=CC(=CC=C1CC(C(=O)O)N)N(CCCl)CCCl.Cl. Synergy scores: CSS=15.0, Synergy_ZIP=-0.793, Synergy_Bliss=6.06, Synergy_Loewe=-10.9, Synergy_HSA=-0.600. Drug 2: C(=O)(N)NO. Cell line: SK-MEL-5. (5) Drug 1: C1C(C(OC1N2C=C(C(=O)NC2=O)F)CO)O. Drug 2: CN(CCCl)CCCl.Cl. Cell line: NCI-H460. Synergy scores: CSS=65.8, Synergy_ZIP=0.306, Synergy_Bliss=-1.32, Synergy_Loewe=-2.72, Synergy_HSA=1.76. (6) Drug 1: CCCCC(=O)OCC(=O)C1(CC(C2=C(C1)C(=C3C(=C2O)C(=O)C4=C(C3=O)C=CC=C4OC)O)OC5CC(C(C(O5)C)O)NC(=O)C(F)(F)F)O. Drug 2: C1C(C(OC1N2C=NC(=NC2=O)N)CO)O. Cell line: EKVX. Synergy scores: CSS=39.1, Synergy_ZIP=2.82, Synergy_Bliss=5.34, Synergy_Loewe=5.32, Synergy_HSA=5.06. (7) Drug 1: COC1=C(C=C2C(=C1)N=CN=C2NC3=CC(=C(C=C3)F)Cl)OCCCN4CCOCC4. Drug 2: C1CC(=O)NC(=O)C1N2C(=O)C3=CC=CC=C3C2=O. Cell line: NCIH23. Synergy scores: CSS=19.1, Synergy_ZIP=-2.26, Synergy_Bliss=-1.19, Synergy_Loewe=-6.36, Synergy_HSA=-0.178.